From a dataset of Full USPTO retrosynthesis dataset with 1.9M reactions from patents (1976-2016). Predict the reactants needed to synthesize the given product. (1) Given the product [C:4]([O:7][C@H:8]1[C@@H:14]([O:15][CH2:16][C:17]2[CH:18]=[CH:19][CH:20]=[CH:21][CH:22]=2)[C@H:13]([O:23][CH2:24][C:25]2[CH:26]=[CH:27][CH:28]=[CH:29][CH:30]=2)[C@@H:12]([CH2:31][O:32][CH2:33][C:34]2[CH:35]=[CH:36][CH:37]=[CH:38][CH:39]=2)[O:11][C@@H:9]1[OH:10])(=[O:6])[CH3:5].[CH2:16]([O:15][C@H:14]1[C@H:13]([O:23][CH2:24][C:25]2[CH:30]=[CH:29][CH:28]=[CH:27][CH:26]=2)[C@@H:12]([CH2:31][O:32][CH2:33][C:34]2[CH:35]=[CH:36][CH:37]=[CH:38][CH:39]=2)[O:11][C@H:9]([OH:10])[C@H:8]1[OH:7])[C:17]1[CH:22]=[CH:21][CH:20]=[CH:19][CH:18]=1, predict the reactants needed to synthesize it. The reactants are: C[O-].[Na+].[C:4]([O:7][C@H:8]1[C@@H:14]([O:15][CH2:16][C:17]2[CH:22]=[CH:21][CH:20]=[CH:19][CH:18]=2)[C@H:13]([O:23][CH2:24][C:25]2[CH:30]=[CH:29][CH:28]=[CH:27][CH:26]=2)[C@@H:12]([CH2:31][O:32][CH2:33][C:34]2[CH:39]=[CH:38][CH:37]=[CH:36][CH:35]=2)[O:11][C@@H:9]1[OH:10])(=[O:6])[CH3:5]. (2) Given the product [CH3:37][N:38]([CH3:43])[S:39]([N:9]1[CH2:8][C:7]2[CH:29]=[C:3]([Cl:2])[CH:4]=[CH:5][C:6]=2[N:15]2[C:11](=[N:12][N:13]=[C:14]2[C@H:16]2[CH2:17][CH2:18][C@H:19]([O:22][C:23]3[CH:24]=[CH:25][CH:26]=[CH:27][CH:28]=3)[CH2:20][CH2:21]2)[CH2:10]1)(=[O:41])=[O:40], predict the reactants needed to synthesize it. The reactants are: Cl.[Cl:2][C:3]1[CH:4]=[CH:5][C:6]2[N:15]3[C:11](=[N:12][N:13]=[C:14]3[C@H:16]3[CH2:21][CH2:20][C@H:19]([O:22][C:23]4[CH:28]=[CH:27][CH:26]=[CH:25][CH:24]=4)[CH2:18][CH2:17]3)[CH2:10][NH:9][CH2:8][C:7]=2[CH:29]=1.C(N(CC)CC)C.[CH3:37][N:38]([CH3:43])[S:39](Cl)(=[O:41])=[O:40].